From a dataset of Catalyst prediction with 721,799 reactions and 888 catalyst types from USPTO. Predict which catalyst facilitates the given reaction. Reactant: CO[C:3]([C:5]1[C:14]([OH:15])=[C:13]2[C:8]([CH:9]=[CH:10][CH:11]=[N:12]2)=[CH:7][N:6]=1)=[O:4].[F:16][C:17]1[CH:24]=[CH:23][C:20]([CH2:21][NH2:22])=[CH:19][CH:18]=1.CC(O)=O.O. Product: [F:16][C:17]1[CH:24]=[CH:23][C:20]([CH2:21][NH:22][C:3]([C:5]2[C:14]([OH:15])=[C:13]3[C:8]([CH:9]=[CH:10][CH:11]=[N:12]3)=[CH:7][N:6]=2)=[O:4])=[CH:19][CH:18]=1. The catalyst class is: 14.